This data is from Forward reaction prediction with 1.9M reactions from USPTO patents (1976-2016). The task is: Predict the product of the given reaction. (1) Given the reactants [C:1]([C:5]1[O:9][N:8]=[C:7]([NH:10][C:11]([C@@H:13]2[CH2:17][CH2:16][CH2:15][NH:14]2)=[O:12])[CH:6]=1)([CH3:4])([CH3:3])[CH3:2].Cl.[Cl:19][C:20]1[C:21](F)=[N:22][CH:23]=[C:24]([C:26]([F:29])([F:28])[F:27])[CH:25]=1.C(N(CC)CC)C, predict the reaction product. The product is: [C:1]([C:5]1[O:9][N:8]=[C:7]([NH:10][C:11]([CH:13]2[CH2:17][CH2:16][CH2:15][N:14]2[C:21]2[C:20]([Cl:19])=[CH:25][C:24]([C:26]([F:29])([F:27])[F:28])=[CH:23][N:22]=2)=[O:12])[CH:6]=1)([CH3:4])([CH3:2])[CH3:3]. (2) Given the reactants [N:1]1([C@:4]23[CH2:40][CH2:39][C@@H:38]([C:41]([CH3:43])=[CH2:42])[C@@H:5]2[C@@H:6]2[C@@:19]([CH3:22])([CH2:20][CH2:21]3)[C@@:18]3([CH3:23])[C@@H:9]([C@:10]4([CH3:37])[C@@H:15]([CH2:16][CH2:17]3)[C:14]([CH3:25])([CH3:24])[C:13]([C:26]3[CH2:31][CH2:30][CH:29]([C:32]([O:34][CH2:35][CH3:36])=[O:33])[CH2:28][CH:27]=3)=[CH:12][CH2:11]4)[CH2:8][CH2:7]2)[CH2:3][CH2:2]1.CCN(C(C)C)C(C)C.[CH3:53][S:54]([CH:57]1[CH2:62][CH2:61][NH:60][CH2:59][CH2:58]1)(=[O:56])=[O:55], predict the reaction product. The product is: [CH3:22][C@:19]12[C@@:18]3([CH3:23])[C@@H:9]([C@:10]4([CH3:37])[C@@H:15]([CH2:16][CH2:17]3)[C:14]([CH3:24])([CH3:25])[C:13]([C:26]3[CH2:31][CH2:30][CH:29]([C:32]([O:34][CH2:35][CH3:36])=[O:33])[CH2:28][CH:27]=3)=[CH:12][CH2:11]4)[CH2:8][CH2:7][C@@H:6]1[C@H:5]1[C@H:38]([C:41]([CH3:43])=[CH2:42])[CH2:39][CH2:40][C@:4]1([NH:1][CH2:2][CH2:3][N:60]1[CH2:61][CH2:62][CH:57]([S:54]([CH3:53])(=[O:56])=[O:55])[CH2:58][CH2:59]1)[CH2:21][CH2:20]2. (3) Given the reactants [CH3:1][C:2]1[C:8]([N+:9]([O-:11])=[O:10])=[CH:7][CH:6]=[CH:5][C:3]=1[NH2:4].O.C1(C)C=CC(S(O)(=O)=O)=CC=1.[C:24](OCC)(OCC)([O:26][CH2:27][CH3:28])[CH3:25], predict the reaction product. The product is: [CH3:1][C:2]1[C:8]([N+:9]([O-:11])=[O:10])=[CH:7][CH:6]=[CH:5][C:3]=1[N:4]=[C:24]([O:26][CH2:27][CH3:28])[CH3:25]. (4) Given the reactants C1(C)C=CC(S([CH2:10][N+:11]#[C-])(=O)=[O:8])=CC=1.CC(C)([O-])C.[K+].C(O[CH2:24][CH:25]=[C:26]1[C:34]2[C:29](=[CH:30][CH:31]=[CH:32][CH:33]=2)[NH:28][C:27]1=[O:35])(=O)C, predict the reaction product. The product is: [O:35]=[C:27]1[C:26]2[NH:11][CH:10]=[CH:24][C:25]=2[C:34]2[CH:33]=[CH:32][CH:31]=[CH:30][C:29]=2[NH:28]1.[CH2:26]([C:27]([O-:35])=[O:8])[CH3:34]. (5) Given the reactants [CH3:1][O:2][C:3]([C:5]1[CH:13]=[CH:12][C:8]([C:9](O)=[O:10])=[CH:7][CH:6]=1)=[O:4].[CH3:14][N:15](C(ON1N=NC2C=CC=NC1=2)=[N+](C)C)[CH3:16].F[P-](F)(F)(F)(F)F.CNC.C(N(CC)CC)C, predict the reaction product. The product is: [CH3:14][N:15]([CH3:16])[C:9]([C:8]1[CH:12]=[CH:13][C:5]([C:3]([O:2][CH3:1])=[O:4])=[CH:6][CH:7]=1)=[O:10]. (6) Given the reactants [F:1][C:2]([F:12])([F:11])[CH2:3][CH2:4][S:5]([CH2:7][CH2:8][CH2:9]Cl)=[O:6].[NH2:13][CH2:14][CH2:15][OH:16], predict the reaction product. The product is: [F:1][C:2]([F:12])([F:11])[CH2:3][CH2:4][S:5]([CH2:7][CH2:8][CH2:9][NH:13][CH2:14][CH2:15][OH:16])=[O:6]. (7) Given the reactants [CH2:1]([O:8][C:9]([N:11]1[CH2:16][CH2:15][CH:14]([NH:17][C:18]([C@@H:20]2[CH2:25][CH2:24][C:23](=[N:26][O:27][CH2:28][C:29]3[CH:34]=[CH:33][CH:32]=[CH:31][CH:30]=3)[CH2:22][NH:21]2)=[O:19])[CH2:13][CH2:12]1)=[O:10])[C:2]1[CH:7]=[CH:6][CH:5]=[CH:4][CH:3]=1.S(=O)(=O)(O)O.[BH4-].[Na+].C(=O)([O-])O.[Na+], predict the reaction product. The product is: [CH2:1]([O:8][C:9]([N:11]1[CH2:16][CH2:15][CH:14]([NH:17][C:18]([C@@H:20]2[CH2:25][CH2:24][C@@H:23]([NH:26][O:27][CH2:28][C:29]3[CH:34]=[CH:33][CH:32]=[CH:31][CH:30]=3)[CH2:22][NH:21]2)=[O:19])[CH2:13][CH2:12]1)=[O:10])[C:2]1[CH:7]=[CH:6][CH:5]=[CH:4][CH:3]=1. (8) The product is: [Cl:24][C:14]1[CH:13]=[C:12]([O:11][CH2:10][C:9]2[S:8][C:7]([C:25]3[CH:30]=[CH:29][C:28]([C:31]([F:33])([F:32])[F:34])=[CH:27][CH:26]=3)=[N:6][C:5]=2[CH2:1][CH2:2][CH2:3][CH2:4][OH:35])[CH:17]=[CH:16][C:15]=1[C:18]1[NH:22][C:21](=[O:23])[O:20][N:19]=1. Given the reactants [CH2:1]([C:5]1[N:6]=[C:7]([C:25]2[CH:30]=[CH:29][C:28]([C:31]([F:34])([F:33])[F:32])=[CH:27][CH:26]=2)[S:8][C:9]=1[CH2:10][O:11][C:12]1[CH:17]=[CH:16][C:15]([C:18]2[NH:22][C:21](=[O:23])[O:20][N:19]=2)=[C:14]([Cl:24])[CH:13]=1)[CH2:2][CH:3]=[CH2:4].[OH-:35].[Na+].OO.O, predict the reaction product. (9) Given the reactants [NH:1]1[CH2:6][CH2:5][O:4][CH2:3][CH2:2]1.Cl[C:8]1[N:13]=[C:12]([CH3:14])[C:11]([CH:15]([CH2:20][CH2:21][CH3:22])[C:16]([O:18][CH3:19])=[O:17])=[C:10]([C:23]2[CH:28]=[CH:27][C:26]([CH3:29])=[CH:25][CH:24]=2)[N:9]=1, predict the reaction product. The product is: [CH3:14][C:12]1[C:11]([CH:15]([CH2:20][CH2:21][CH3:22])[C:16]([O:18][CH3:19])=[O:17])=[C:10]([C:23]2[CH:28]=[CH:27][C:26]([CH3:29])=[CH:25][CH:24]=2)[N:9]=[C:8]([N:1]2[CH2:6][CH2:5][O:4][CH2:3][CH2:2]2)[N:13]=1.